The task is: Predict the product of the given reaction.. This data is from Forward reaction prediction with 1.9M reactions from USPTO patents (1976-2016). Given the reactants [CH2:1]([N:8]1[CH2:12][C@@H:11]([C@H:13]([OH:16])CO)[CH2:10][C:9]1=[O:17])[C:2]1[CH:7]=[CH:6][CH:5]=[CH:4][CH:3]=1, predict the reaction product. The product is: [CH2:1]([N:8]1[C:9](=[O:17])[CH2:10][C@H:11]([CH:13]=[O:16])[CH2:12]1)[C:2]1[CH:3]=[CH:4][CH:5]=[CH:6][CH:7]=1.